From a dataset of NCI-60 drug combinations with 297,098 pairs across 59 cell lines. Regression. Given two drug SMILES strings and cell line genomic features, predict the synergy score measuring deviation from expected non-interaction effect. (1) Drug 1: C1=NC2=C(N=C(N=C2N1C3C(C(C(O3)CO)O)O)F)N. Drug 2: CC(C)NC(=O)C1=CC=C(C=C1)CNNC.Cl. Cell line: SK-OV-3. Synergy scores: CSS=15.0, Synergy_ZIP=-2.32, Synergy_Bliss=1.59, Synergy_Loewe=-5.18, Synergy_HSA=1.28. (2) Drug 1: CCCCCOC(=O)NC1=NC(=O)N(C=C1F)C2C(C(C(O2)C)O)O. Drug 2: CC1C(C(CC(O1)OC2CC(CC3=C2C(=C4C(=C3O)C(=O)C5=CC=CC=C5C4=O)O)(C(=O)C)O)N)O. Cell line: K-562. Synergy scores: CSS=31.5, Synergy_ZIP=3.91, Synergy_Bliss=4.87, Synergy_Loewe=-7.86, Synergy_HSA=2.35. (3) Drug 1: CCCS(=O)(=O)NC1=C(C(=C(C=C1)F)C(=O)C2=CNC3=C2C=C(C=N3)C4=CC=C(C=C4)Cl)F. Cell line: HCT116. Drug 2: CC1=C2C(C(=O)C3(C(CC4C(C3C(C(C2(C)C)(CC1OC(=O)C(C(C5=CC=CC=C5)NC(=O)C6=CC=CC=C6)O)O)OC(=O)C7=CC=CC=C7)(CO4)OC(=O)C)O)C)OC(=O)C. Synergy scores: CSS=63.3, Synergy_ZIP=11.6, Synergy_Bliss=7.98, Synergy_Loewe=-42.9, Synergy_HSA=6.47.